This data is from Full USPTO retrosynthesis dataset with 1.9M reactions from patents (1976-2016). The task is: Predict the reactants needed to synthesize the given product. (1) Given the product [CH3:14][O:4][C:3](=[O:5])[C@H:2]([NH2:1])[C:6]1[CH:11]=[CH:10][C:9]([F:12])=[CH:8][CH:7]=1, predict the reactants needed to synthesize it. The reactants are: [NH2:1][C@H:2]([C:6]1[CH:11]=[CH:10][C:9]([F:12])=[CH:8][CH:7]=1)[C:3]([OH:5])=[O:4].Cl.[CH3:14]O. (2) Given the product [C:45]([N:19]1[CH2:20][CH2:21][C:16]2[N:15]([CH:22]3[CH2:23][CH2:24][N:25]([C:28](=[O:30])[CH3:29])[CH2:26][CH2:27]3)[N:14]=[C:13]([N:10]3[C:11]4[C:6](=[CH:5][C:4]([C:31]5[CH:32]=[N:33][N:34]([CH3:36])[CH:35]=5)=[C:3]([CH:2]([F:1])[F:37])[CH:12]=4)[CH2:7][CH2:8][CH2:9]3)[C:17]=2[CH2:18]1)(=[O:47])[CH3:46], predict the reactants needed to synthesize it. The reactants are: [F:1][CH:2]([F:37])[C:3]1[CH:12]=[C:11]2[C:6]([CH2:7][CH2:8][CH2:9][N:10]2[C:13]2[C:17]3[CH2:18][NH:19][CH2:20][CH2:21][C:16]=3[N:15]([CH:22]3[CH2:27][CH2:26][N:25]([C:28](=[O:30])[CH3:29])[CH2:24][CH2:23]3)[N:14]=2)=[CH:5][C:4]=1[C:31]1[CH:32]=[N:33][N:34]([CH3:36])[CH:35]=1.C(N(CC)CC)C.[C:45](OC(=O)C)(=[O:47])[CH3:46]. (3) Given the product [Cl:33][C:30]1[CH:31]=[CH:32][C:27]([N:26]([CH3:25])[S:21]([C:6]2[CH:5]=[CH:4][C:3]([O:2][CH3:1])=[C:12]3[C:7]=2[CH2:8][CH2:9][C@H:10]([N:13]([CH3:20])[C:14](=[O:19])[C:15]([F:18])([F:17])[F:16])[CH2:11]3)(=[O:23])=[O:22])=[CH:28][CH:29]=1, predict the reactants needed to synthesize it. The reactants are: [CH3:1][O:2][C:3]1[C:12]2[CH2:11][C@@H:10]([N:13]([CH3:20])[C:14](=[O:19])[C:15]([F:18])([F:17])[F:16])[CH2:9][CH2:8][C:7]=2[C:6]([S:21](Cl)(=[O:23])=[O:22])=[CH:5][CH:4]=1.[CH3:25][NH:26][C:27]1[CH:32]=[CH:31][C:30]([Cl:33])=[CH:29][CH:28]=1.N1C=CC=CC=1. (4) Given the product [Cl:20][S:21]([C:11]1[CH:12]=[CH:13][C:8]2[N:7]=[C:6]([CH3:14])[N:5]([CH2:4][C:3]3[CH:15]=[CH:16][C:17]([Cl:19])=[CH:18][C:2]=3[Cl:1])[C:9]=2[CH:10]=1)(=[O:23])=[O:22], predict the reactants needed to synthesize it. The reactants are: [Cl:1][C:2]1[CH:18]=[C:17]([Cl:19])[CH:16]=[CH:15][C:3]=1[CH2:4][N:5]1[C:9]2[CH:10]=[CH:11][CH:12]=[CH:13][C:8]=2[N:7]=[C:6]1[CH3:14].[Cl:20][S:21](O)(=[O:23])=[O:22]. (5) Given the product [CH2:21]([C:27]1[CH:28]=[CH:29][C:30]([C:19]([C:6]2[CH:5]=[C:10]([C:11]([OH:13])=[O:12])[C:9]([C:14](=[O:15])[C:30]3[CH:31]=[CH:32][C:27]([CH2:21][CH2:22][CH2:23][CH2:41][CH2:39][CH3:40])=[CH:28][CH:29]=3)=[CH:8][C:7]=2[C:16]([OH:18])=[O:17])=[O:20])=[CH:31][CH:32]=1)[CH2:22][CH2:23][CH2:24][CH2:25][CH3:26], predict the reactants needed to synthesize it. The reactants are: [Cl-].[Al+3].[Cl-].[Cl-].[CH:5]1[C:10]2[C:11]([O:13][C:14](=[O:15])[C:9]=2[CH:8]=[C:7]2[C:16]([O:18][C:19](=[O:20])[C:6]=12)=[O:17])=[O:12].[CH2:21]([C:27]1[CH:32]=[CH:31][CH:30]=[CH:29][CH:28]=1)[CH2:22][CH2:23][CH2:24][CH2:25][CH3:26].C(N([CH:39]([CH3:41])[CH3:40])CC)(C)C.Cl. (6) Given the product [F:32][C:2]([F:1])([CH2:18][CH:20]1[C:25](=[O:26])[N:24]([CH:27]([CH3:28])[CH3:29])[C:23](=[O:30])[NH:22][C:21]1=[O:31])[C@@H:3]([NH:10][C:11](=[O:17])[O:12][C:13]([CH3:15])([CH3:14])[CH3:16])[C:4]1[CH:5]=[CH:6][CH:7]=[CH:8][CH:9]=1, predict the reactants needed to synthesize it. The reactants are: [F:1][C:2]([F:32])([C:18]([CH:20]1[C:25](=[O:26])[N:24]([CH:27]([CH3:29])[CH3:28])[C:23](=[O:30])[NH:22][C:21]1=[O:31])=O)[C@@H:3]([NH:10][C:11](=[O:17])[O:12][C:13]([CH3:16])([CH3:15])[CH3:14])[C:4]1[CH:9]=[CH:8][CH:7]=[CH:6][CH:5]=1.[BH3-]C#N.[Na+]. (7) Given the product [Cl:42][CH2:43][C:44]([NH:31][C:32]1[CH:40]=[CH:39][CH:38]=[C:37]([CH3:41])[C:33]=1[C:34]([OH:36])=[O:35])=[O:45], predict the reactants needed to synthesize it. The reactants are: NC1N=CN=C2C=1N=CN2CC1N(C2C=CC=CC=2C)C(=O)C2C(=CC=CC=2C)N=1.[NH2:31][C:32]1[CH:40]=[CH:39][CH:38]=[C:37]([CH3:41])[C:33]=1[C:34]([OH:36])=[O:35].[Cl:42][CH2:43][C:44](Cl)=[O:45]. (8) Given the product [Cl:1][C:2]1[CH:7]=[C:6]([O:8][C:9]2[C:10]([C:22]3[O:23][CH:24]=[CH:25][CH:26]=3)=[N:11][C:12]([CH3:15])=[CH:13][CH:14]=2)[CH:5]=[CH:4][N:3]=1, predict the reactants needed to synthesize it. The reactants are: [Cl:1][C:2]1[CH:7]=[C:6]([O:8][C:9]2[C:10](I)=[N:11][C:12]([CH3:15])=[CH:13][CH:14]=2)[CH:5]=[CH:4][N:3]=1.C([Sn](CCCC)(CCCC)[C:22]1[O:23][CH:24]=[CH:25][CH:26]=1)CCC.CO. (9) The reactants are: [OH:1][C:2]1[CH:11]=[CH:10][C:5]2[C:6](=[O:9])[CH2:7][O:8][C:4]=2[C:3]=1[CH2:12][N:13]1[CH2:18][CH2:17][NH:16][C:15](=[O:19])[CH2:14]1.[NH:20]1[C:28]2[C:23](=[CH:24][CH:25]=[CH:26][CH:27]=2)[C:22]([CH:29]=O)=[N:21]1.N1CCCCC1. Given the product [NH:20]1[C:28]2[C:23](=[CH:24][CH:25]=[CH:26][CH:27]=2)[C:22](/[CH:29]=[C:7]2\[O:8][C:4]3[C:3]([CH2:12][N:13]4[CH2:18][CH2:17][NH:16][C:15](=[O:19])[CH2:14]4)=[C:2]([OH:1])[CH:11]=[CH:10][C:5]=3[C:6]\2=[O:9])=[N:21]1, predict the reactants needed to synthesize it.